The task is: Regression/Classification. Given a drug SMILES string, predict its absorption, distribution, metabolism, or excretion properties. Task type varies by dataset: regression for continuous measurements (e.g., permeability, clearance, half-life) or binary classification for categorical outcomes (e.g., BBB penetration, CYP inhibition). Dataset: cyp2d6_veith.. This data is from CYP2D6 inhibition data for predicting drug metabolism from PubChem BioAssay. (1) The compound is CCOC(=O)Oc1c(OC)cc(C(=O)O[C@H]2C[C@H]3CN4CCc5c([nH]c6cc(OC)ccc56)[C@@H]4C[C@H]3[C@@H](C(=O)OC)[C@@H]2OC)cc1OC. The result is 0 (non-inhibitor). (2) The drug is OCCN1CCN(CCCN2c3ccccc3Sc3ccc(Cl)cc32)CC1. The result is 1 (inhibitor). (3) The molecule is COc1ncc2nc(C)c(=O)n(CCC#N)c2n1. The result is 0 (non-inhibitor). (4) The compound is O=C(c1ccc2ncsc2c1)N1CCN(c2ccc(O)cc2)CC1. The result is 0 (non-inhibitor). (5) The drug is COCC(=O)N1CCC[C@@]2(CCN(C(=O)Nc3cccc(F)c3)C2)C1. The result is 0 (non-inhibitor). (6) The compound is CCCNC1CCS(=O)(=O)C1.Cl. The result is 0 (non-inhibitor).